This data is from Peptide-MHC class I binding affinity with 185,985 pairs from IEDB/IMGT. The task is: Regression. Given a peptide amino acid sequence and an MHC pseudo amino acid sequence, predict their binding affinity value. This is MHC class I binding data. (1) The peptide sequence is LELAEITAE. The MHC is HLA-B18:01 with pseudo-sequence HLA-B18:01. The binding affinity (normalized) is 0.424. (2) The peptide sequence is LFVVTLIPLC. The MHC is HLA-A30:01 with pseudo-sequence HLA-A30:01. The binding affinity (normalized) is 0.443. (3) The peptide sequence is YVYFYDLSY. The MHC is HLA-A02:01 with pseudo-sequence HLA-A02:01. The binding affinity (normalized) is 0.0847. (4) The peptide sequence is RLIQNFLTI. The MHC is H-2-Db with pseudo-sequence H-2-Db. The binding affinity (normalized) is 0.723. (5) The peptide sequence is AAFEDLRLL. The binding affinity (normalized) is 0.0940. The MHC is HLA-A68:02 with pseudo-sequence HLA-A68:02. (6) The peptide sequence is HCMNFKRR. The MHC is HLA-B27:05 with pseudo-sequence HLA-B27:05. The binding affinity (normalized) is 0.136. (7) The peptide sequence is TIKRRIRQL. The MHC is HLA-A29:02 with pseudo-sequence HLA-A29:02. The binding affinity (normalized) is 0.0847.